Dataset: Full USPTO retrosynthesis dataset with 1.9M reactions from patents (1976-2016). Task: Predict the reactants needed to synthesize the given product. (1) Given the product [Cl:45][C:28]1[CH:29]=[C:30]([C:36]#[C:37][CH2:38][NH:39][C:40](=[O:44])[N:41]([CH3:42])[CH3:43])[C:31]2[O:35][CH2:34][O:33][C:32]=2[C:27]=1[NH:26][C:2]1[C:11]2[C:6](=[CH:7][C:8]([O:14][CH2:15][CH2:16][CH2:17][N:18]3[CH2:23][CH2:22][N:21]([CH3:24])[CH2:20][C:19]3=[O:25])=[C:9]([O:12][CH3:13])[CH:10]=2)[N:5]=[CH:4][N:3]=1, predict the reactants needed to synthesize it. The reactants are: Cl[C:2]1[C:11]2[C:6](=[CH:7][C:8]([O:14][CH2:15][CH2:16][CH2:17][N:18]3[CH2:23][CH2:22][N:21]([CH3:24])[CH2:20][C:19]3=[O:25])=[C:9]([O:12][CH3:13])[CH:10]=2)[N:5]=[CH:4][N:3]=1.[NH2:26][C:27]1[C:32]2[O:33][CH2:34][O:35][C:31]=2[C:30]([C:36]#[C:37][CH2:38][NH:39][C:40](=[O:44])[N:41]([CH3:43])[CH3:42])=[CH:29][C:28]=1[Cl:45].C[Si]([N-][Si](C)(C)C)(C)C.[Na+]. (2) Given the product [F:8][C:9]1[CH:10]=[C:11]([C:22]2[CH:23]=[CH:24][CH:25]=[CH:26][CH:27]=2)[CH:12]=[CH:13][C:14]=1[C:15]1[C:16]2=[N:21][S:4](=[O:6])(=[O:5])[CH2:3][CH2:2][N:17]2[CH:18]=[CH:19][CH:20]=1, predict the reactants needed to synthesize it. The reactants are: Cl[CH2:2][CH2:3][S:4](Cl)(=[O:6])=[O:5].[F:8][C:9]1[CH:10]=[C:11]([C:22]2[CH:27]=[CH:26][CH:25]=[CH:24][CH:23]=2)[CH:12]=[CH:13][C:14]=1[C:15]1[C:16]([NH2:21])=[N:17][CH:18]=[CH:19][CH:20]=1.O. (3) Given the product [NH2:18][C:15]1[CH:16]=[CH:17][C:12]([NH:11][S:8]([C:5]2[CH:6]=[CH:7][C:2]([CH3:1])=[CH:3][CH:4]=2)(=[O:10])=[O:9])=[N:13][CH:14]=1, predict the reactants needed to synthesize it. The reactants are: [CH3:1][C:2]1[CH:7]=[CH:6][C:5]([S:8]([NH:11][C:12]2[CH:17]=[CH:16][C:15]([N+:18]([O-])=O)=[CH:14][N:13]=2)(=[O:10])=[O:9])=[CH:4][CH:3]=1.C([O-])=O.[NH4+]. (4) Given the product [Br:1][C:2]1[CH:8]=[CH:7][C:6]([F:9])=[C:5]2[C:3]=1[N:4]=[C:18]([CH3:17])[CH:13]=[CH:14]2, predict the reactants needed to synthesize it. The reactants are: [Br:1][C:2]1[CH:8]=[CH:7][C:6]([F:9])=[CH:5][C:3]=1[NH2:4].[N+]([C:13]1[CH:14]=C(S(O)(=O)=O)C=[CH:17][CH:18]=1)([O-])=O.P(=O)(O)(O)O.C(=O)/C=C/C.O.N. (5) Given the product [CH3:1][C:2]1[CH:7]=[CH:6][N:5]=[C:4]([NH:8][CH2:9][CH2:10][CH2:11][O:12][C:13]2[CH:14]=[CH:15][C:16]3[CH2:22][CH:21]([CH2:23][C:24]([OH:26])=[O:25])[C:20]4[CH:29]=[CH:30][CH:31]=[CH:32][C:19]=4[O:18][C:17]=3[CH:33]=2)[CH:3]=1, predict the reactants needed to synthesize it. The reactants are: [CH3:1][C:2]1[CH:7]=[CH:6][N:5]=[C:4]([NH:8][CH2:9][CH2:10][CH2:11][O:12][C:13]2[CH:14]=[CH:15][C:16]3[CH2:22][CH:21]([CH2:23][C:24]([O:26]CC)=[O:25])[C:20]4[CH:29]=[CH:30][CH:31]=[CH:32][C:19]=4[O:18][C:17]=3[CH:33]=2)[CH:3]=1.[OH-].[Na+].Cl. (6) Given the product [N:1]1([CH2:7][CH2:8][NH:9][C:10]2[C:15]([F:16])=[CH:14][CH:13]=[CH:12][C:11]=2[CH:17]2[N:21]([CH2:22][CH2:23][C:24]([CH3:26])([CH3:25])[CH3:27])[C:20](=[O:28])[C@H:19]([CH2:29][C:30]([N:33]3[CH2:34][CH2:35][CH:36]([N:39]4[C:47]5[C:42](=[N:43][CH:44]=[CH:45][CH:46]=5)[NH:41][C:40]4=[O:48])[CH2:37][CH2:38]3)=[O:32])[S:18]2)[CH2:6][CH2:5][CH2:4][CH2:3][CH2:2]1, predict the reactants needed to synthesize it. The reactants are: [N:1]1([CH2:7][CH2:8][NH:9][C:10]2[C:15]([F:16])=[CH:14][CH:13]=[CH:12][C:11]=2[CH:17]2[N:21]([CH2:22][CH2:23][C:24]([CH3:27])([CH3:26])[CH3:25])[C:20](=[O:28])[C@H:19]([CH2:29][C:30]([OH:32])=O)[S:18]2)[CH2:6][CH2:5][CH2:4][CH2:3][CH2:2]1.[NH:33]1[CH2:38][CH2:37][CH:36]([N:39]2[C:47]3[C:42](=[N:43][CH:44]=[CH:45][CH:46]=3)[NH:41][C:40]2=[O:48])[CH2:35][CH2:34]1.C(Cl)CCl.C1C=CC2N(O)N=NC=2C=1.CCN(C(C)C)C(C)C.